Dataset: NCI-60 drug combinations with 297,098 pairs across 59 cell lines. Task: Regression. Given two drug SMILES strings and cell line genomic features, predict the synergy score measuring deviation from expected non-interaction effect. Drug 1: CC1=C(C=C(C=C1)NC2=NC=CC(=N2)N(C)C3=CC4=NN(C(=C4C=C3)C)C)S(=O)(=O)N.Cl. Drug 2: C(CCl)NC(=O)N(CCCl)N=O. Cell line: MALME-3M. Synergy scores: CSS=3.00, Synergy_ZIP=-0.780, Synergy_Bliss=-0.137, Synergy_Loewe=-2.55, Synergy_HSA=-2.24.